Task: Predict the product of the given reaction.. Dataset: Forward reaction prediction with 1.9M reactions from USPTO patents (1976-2016) (1) The product is: [CH3:27][O:26][C:18]1[CH:17]=[C:16]([O:15][CH2:22][C:23]2[C:12]([CH3:13])=[C:14]([C:33]3[CH:28]=[CH:29][CH:30]=[CH:31][CH:32]=3)[CH:18]=[CH:17][CH:16]=2)[CH:23]=[C:22]([O:24][CH3:25])[C:19]=1[CH:20]=[O:21]. Given the reactants N(C(O[CH:12]([CH3:14])[CH3:13])=O)=NC(OC(C)C)=O.[OH:15][C:16]1[CH:23]=[C:22]([O:24][CH3:25])[C:19]([CH:20]=[O:21])=[C:18]([O:26][CH3:27])[CH:17]=1.[C:28]1(P([C:28]2[CH:33]=[CH:32][CH:31]=[CH:30][CH:29]=2)[C:28]2[CH:33]=[CH:32][CH:31]=[CH:30][CH:29]=2)[CH:33]=[CH:32][CH:31]=[CH:30][CH:29]=1.CO, predict the reaction product. (2) Given the reactants [CH3:1][O:2][C:3]1[CH:4]=[C:5]([CH:9]=[CH:10][C:11]=1[N+:12]([O-:14])=[O:13])[C:6]([OH:8])=O.[CH3:15][N:16]1[CH2:21][CH2:20][NH:19][CH2:18][CH2:17]1.O, predict the reaction product. The product is: [CH3:1][O:2][C:3]1[CH:4]=[C:5]([C:6]([N:19]2[CH2:20][CH2:21][N:16]([CH3:15])[CH2:17][CH2:18]2)=[O:8])[CH:9]=[CH:10][C:11]=1[N+:12]([O-:14])=[O:13]. (3) Given the reactants C[C:2]1[CH:3]=[CH:4][CH:5]=[CH:6][C:7]=1[C:8]([OH:10])=O.[C:11](N1C=CN=C1)(N1C=CN=C1)=O.Cl.[NH2:24][CH2:25][C:26]1[CH:35]=[CH:34][CH:33]=[C:32]2[C:27]=1[C:28](=[O:45])[N:29]([CH:37]1[CH2:42][CH2:41][C:40](=[O:43])[NH:39][C:38]1=[O:44])[C:30]([CH3:36])=[N:31]2, predict the reaction product. The product is: [O:44]=[C:38]1[CH:37]([N:29]2[C:28](=[O:45])[C:27]3[C:32](=[CH:33][CH:34]=[CH:35][C:26]=3[CH2:25][NH:24][C:8](=[O:10])[C:7]3[CH:2]=[CH:3][CH:4]=[C:5]([CH3:11])[CH:6]=3)[N:31]=[C:30]2[CH3:36])[CH2:42][CH2:41][C:40](=[O:43])[NH:39]1. (4) The product is: [CH:33]1([C:32]([C:24]2[CH:23]=[CH:22][CH:27]=[CH:26][C:25]=2[CH2:28][C:29]([OH:31])=[O:30])=[O:37])[CH2:34][CH2:35]1. Given the reactants ClCCCC(Cl)=O.C(C1C=CC=CC=1CC(O)=O)C.C([C:22]1[CH:27]=[CH:26][C:25]([CH2:28][C:29]([OH:31])=[O:30])=[C:24]([C:32](=[O:37])[CH2:33][CH2:34][CH2:35]Cl)[CH:23]=1)C.[Li+].[OH-], predict the reaction product. (5) Given the reactants [CH3:1][CH:2]1[NH:7][CH2:6][CH2:5][N:4]([C:8]([O:10][C:11]([CH3:14])([CH3:13])[CH3:12])=[O:9])[CH2:3]1.Cl[C:16]1[CH:25]=[CH:24][C:23]2[C:18](=[CH:19][CH:20]=[CH:21][CH:22]=2)[N:17]=1.C(=O)([O-])[O-].[K+].[K+], predict the reaction product. The product is: [CH3:1][CH:2]1[N:7]([C:16]2[CH:25]=[CH:24][C:23]3[C:18](=[CH:19][CH:20]=[CH:21][CH:22]=3)[N:17]=2)[CH2:6][CH2:5][N:4]([C:8]([O:10][C:11]([CH3:13])([CH3:12])[CH3:14])=[O:9])[CH2:3]1. (6) Given the reactants [C:1]([O:5][C:6]1[CH:11]=[N:10][CH:9]=[C:8](Cl)[N:7]=1)([CH3:4])([CH3:3])[CH3:2].[CH2:13]([Sn](CCCC)(CCCC)C=C)[CH2:14]CC.C(OCC)(=O)C, predict the reaction product. The product is: [C:1]([O:5][C:6]1[CH:11]=[N:10][CH:9]=[C:8]([CH:13]=[CH2:14])[N:7]=1)([CH3:4])([CH3:3])[CH3:2].